Dataset: Catalyst prediction with 721,799 reactions and 888 catalyst types from USPTO. Task: Predict which catalyst facilitates the given reaction. Reactant: [CH2:1]([O:3][C:4]([C:6]1[CH:7]=[N:8][NH:9][C:10]=1[N:11]1[C:15](=[O:16])[NH:14][C:13]([CH:17]([C:31]2[CH:40]=[C:39]([O:41][CH3:42])[C:34]3[O:35][CH2:36][CH2:37][O:38][C:33]=3[C:32]=2[F:43])[NH:18][C:19]2[CH:24]=[CH:23][C:22]([C:25]3[N:29]=C(C)O[N:26]=3)=[CH:21][CH:20]=2)=[N:12]1)=[O:5])[CH3:2].O.C(O)(=O)C. Product: [C:4]([OH:5])(=[O:3])[CH3:6].[CH2:1]([O:3][C:4]([C:6]1[CH:7]=[N:8][NH:9][C:10]=1[N:11]1[C:15](=[O:16])[NH:14][C:13]([CH:17]([NH:18][C:19]2[CH:20]=[CH:21][C:22]([C:25](=[NH:26])[NH2:29])=[CH:23][CH:24]=2)[C:31]2[CH:40]=[C:39]([O:41][CH3:42])[C:34]3[O:35][CH2:36][CH2:37][O:38][C:33]=3[C:32]=2[F:43])=[N:12]1)=[O:5])[CH3:2]. The catalyst class is: 415.